Dataset: Catalyst prediction with 721,799 reactions and 888 catalyst types from USPTO. Task: Predict which catalyst facilitates the given reaction. (1) Product: [CH2:25]([O:1][C@H:2]([CH3:22])[CH2:3][CH2:4][CH2:5][CH2:6][O:7][C:8]1([CH3:21])[CH2:13][CH2:12][N:11]([C:14]([O:16][C:17]([CH3:20])([CH3:19])[CH3:18])=[O:15])[CH2:10][CH2:9]1)[C:26]1[CH:31]=[CH:30][CH:29]=[CH:28][CH:27]=1. Reactant: [OH:1][C@H:2]([CH3:22])[CH2:3][CH2:4][CH2:5][CH2:6][O:7][C:8]1([CH3:21])[CH2:13][CH2:12][N:11]([C:14]([O:16][C:17]([CH3:20])([CH3:19])[CH3:18])=[O:15])[CH2:10][CH2:9]1.[H-].[Na+].[CH2:25](Br)[C:26]1[CH:31]=[CH:30][CH:29]=[CH:28][CH:27]=1.O. The catalyst class is: 3. (2) Reactant: [OH:1][NH:2][C:3](=[NH:28])[C:4]1[C:14]2[O:13][CH2:12][CH2:11][N:10]([C:15]([O:17][C:18]([CH3:21])([CH3:20])[CH3:19])=[O:16])[CH:9]([CH2:22][CH2:23][C:24]([O:26][CH3:27])=[O:25])[C:8]=2[CH:7]=[CH:6][CH:5]=1.[Cl:29][C:30]1[CH:31]=[C:32]([CH:36]=[CH:37][C:38]=1[O:39][CH:40]([CH3:42])[CH3:41])[C:33](Cl)=O.C(N(CC)CC)C. Product: [Cl:29][C:30]1[CH:31]=[C:32]([C:33]2[O:1][N:2]=[C:3]([C:4]3[C:14]4[O:13][CH2:12][CH2:11][N:10]([C:15]([O:17][C:18]([CH3:19])([CH3:20])[CH3:21])=[O:16])[CH:9]([CH2:22][CH2:23][C:24]([O:26][CH3:27])=[O:25])[C:8]=4[CH:7]=[CH:6][CH:5]=3)[N:28]=2)[CH:36]=[CH:37][C:38]=1[O:39][CH:40]([CH3:41])[CH3:42]. The catalyst class is: 10.